From a dataset of Peptide-MHC class I binding affinity with 185,985 pairs from IEDB/IMGT. Regression. Given a peptide amino acid sequence and an MHC pseudo amino acid sequence, predict their binding affinity value. This is MHC class I binding data. (1) The peptide sequence is MYPFIFFIV. The MHC is HLA-B27:03 with pseudo-sequence HLA-B27:03. The binding affinity (normalized) is 0.0847. (2) The peptide sequence is FHYQDPFPL. The MHC is HLA-B39:01 with pseudo-sequence HLA-B39:01. The binding affinity (normalized) is 1.00. (3) The peptide sequence is TLNGIMMNER. The MHC is HLA-A33:01 with pseudo-sequence HLA-A33:01. The binding affinity (normalized) is 0.327. (4) The peptide sequence is RTLFQQMRDVL. The MHC is HLA-A02:01 with pseudo-sequence HLA-A02:01. The binding affinity (normalized) is 0.119. (5) The peptide sequence is ARLSSPIVL. The MHC is HLA-A02:19 with pseudo-sequence HLA-A02:19. The binding affinity (normalized) is 0.0847. (6) The peptide sequence is TMWIGRNPV. The MHC is H-2-Kb with pseudo-sequence H-2-Kb. The binding affinity (normalized) is 0.360. (7) The peptide sequence is FIFGKMGAG. The MHC is HLA-A11:01 with pseudo-sequence HLA-A11:01. The binding affinity (normalized) is 0.0847.